Dataset: Peptide-MHC class II binding affinity with 134,281 pairs from IEDB. Task: Regression. Given a peptide amino acid sequence and an MHC pseudo amino acid sequence, predict their binding affinity value. This is MHC class II binding data. (1) The peptide sequence is EKKKFAATQFEPLAA. The MHC is DRB1_0101 with pseudo-sequence DRB1_0101. The binding affinity (normalized) is 0.368. (2) The peptide sequence is SQDLELSQNLNGLQAY. The MHC is HLA-DQA10101-DQB10501 with pseudo-sequence HLA-DQA10101-DQB10501. The binding affinity (normalized) is 0.146. (3) The peptide sequence is GELQIVDKNDAAFKI. The MHC is DRB1_0404 with pseudo-sequence DRB1_0404. The binding affinity (normalized) is 0.558.